From a dataset of Forward reaction prediction with 1.9M reactions from USPTO patents (1976-2016). Predict the product of the given reaction. (1) Given the reactants C([O:3][C:4]([CH:6]1[CH2:11][N:10]([CH3:12])[CH2:9][CH2:8][N:7]1[CH3:13])=[O:5])C.[OH-].[Na+].Cl.CCOCC, predict the reaction product. The product is: [CH3:13][N:7]1[CH2:8][CH2:9][N:10]([CH3:12])[CH2:11][CH:6]1[C:4]([OH:5])=[O:3]. (2) Given the reactants [NH2:1][CH2:2][CH2:3][CH2:4][C:5]#[C:6][C:7]1[C:8]([NH:14][CH2:15][CH2:16][CH3:17])=[N:9][C:10]([Cl:13])=[N:11][CH:12]=1.[C:18]([N:25]([CH3:31])[C@H:26]([C:28](O)=[O:29])[CH3:27])([O:20][C:21]([CH3:24])([CH3:23])[CH3:22])=[O:19].Cl.C(N=C=NCCCN(C)C)C.C(N(CC)C(C)C)(C)C.C(=O)([O-])[O-].[Na+].[Na+], predict the reaction product. The product is: [Cl:13][C:10]1[N:9]=[C:8]([NH:14][CH2:15][CH2:16][CH3:17])[C:7]([C:6]#[C:5][CH2:4][CH2:3][CH2:2][NH:1][C:28](=[O:29])[C@@H:26]([N:25]([CH3:31])[C:18](=[O:19])[O:20][C:21]([CH3:22])([CH3:24])[CH3:23])[CH3:27])=[CH:12][N:11]=1. (3) Given the reactants C[O:2][C:3]1[CH:8]=[CH:7][C:6]([P:9](=[O:26])([C:18]2[CH:23]=[CH:22][C:21]([O:24]C)=[CH:20][CH:19]=2)[C:10]2[CH:15]=[CH:14][C:13]([O:16]C)=[CH:12][CH:11]=2)=[CH:5][CH:4]=1.[K+].[Br-].S([O-])([O-])=O.[Na+].[Na+].CBr, predict the reaction product. The product is: [OH:2][C:3]1[CH:4]=[CH:5][C:6]([P:9](=[O:26])([C:10]2[CH:15]=[CH:14][C:13]([OH:16])=[CH:12][CH:11]=2)[C:18]2[CH:19]=[CH:20][C:21]([OH:24])=[CH:22][CH:23]=2)=[CH:7][CH:8]=1. (4) Given the reactants [CH:1]1[C:6]2[CH2:7][CH2:8][CH:9]([CH2:12][NH2:13])[CH2:10][CH2:11][C:5]=2[CH:4]=[CH:3][CH:2]=1.[CH:14]1[CH:19]=[CH:18][C:17]([CH2:20][O:21][C:22](Cl)=[O:23])=[CH:16][CH:15]=1.C(N(C(C)C)CC)(C)C, predict the reaction product. The product is: [CH2:20]([O:21][C:22](=[O:23])[NH:13][CH2:12][CH:9]1[CH2:8][CH2:7][C:6]2[CH:1]=[CH:2][CH:3]=[CH:4][C:5]=2[CH2:11][CH2:10]1)[C:17]1[CH:18]=[CH:19][CH:14]=[CH:15][CH:16]=1. (5) Given the reactants Cl[C:2]1[CH:3]=[CH:4][C:5]([N+:11]([O-:13])=[O:12])=[C:6]([CH:10]=1)[C:7]([OH:9])=[O:8].[NH:14]1[CH2:19][CH2:18][NH:17][CH2:16][CH2:15]1.OS([O-])(=O)=O.[K+], predict the reaction product. The product is: [N+:11]([C:5]1[CH:4]=[CH:3][C:2]([N:14]2[CH2:19][CH2:18][NH:17][CH2:16][CH2:15]2)=[CH:10][C:6]=1[C:7]([OH:9])=[O:8])([O-:13])=[O:12].